From a dataset of Peptide-MHC class I binding affinity with 185,985 pairs from IEDB/IMGT. Regression. Given a peptide amino acid sequence and an MHC pseudo amino acid sequence, predict their binding affinity value. This is MHC class I binding data. (1) The peptide sequence is ILGETAWDF. The MHC is HLA-A23:01 with pseudo-sequence HLA-A23:01. The binding affinity (normalized) is 0.329. (2) The peptide sequence is GRYNLISPK. The MHC is HLA-A02:01 with pseudo-sequence HLA-A02:01. The binding affinity (normalized) is 0.0847. (3) The peptide sequence is DVRDKRRKY. The MHC is HLA-A11:01 with pseudo-sequence HLA-A11:01. The binding affinity (normalized) is 0. (4) The peptide sequence is TEGEGRVIL. The MHC is HLA-A80:01 with pseudo-sequence HLA-A80:01. The binding affinity (normalized) is 0.0847. (5) The peptide sequence is MTAAQIRRY. The MHC is SLA-10401 with pseudo-sequence SLA-10401. The binding affinity (normalized) is 0.0847. (6) The peptide sequence is SGFMPKCSK. The MHC is Mamu-B8301 with pseudo-sequence Mamu-B8301. The binding affinity (normalized) is 0.919. (7) The peptide sequence is ATPYDINQML. The MHC is HLA-B35:03 with pseudo-sequence HLA-B35:03. The binding affinity (normalized) is 0.114. (8) The peptide sequence is ITWYSKNF. The MHC is Mamu-B17 with pseudo-sequence Mamu-B17. The binding affinity (normalized) is 0. (9) The peptide sequence is NEWYVQPQA. The MHC is HLA-B73:01 with pseudo-sequence HLA-B73:01. The binding affinity (normalized) is 0.610. (10) The peptide sequence is AWGDLWETL. The MHC is Mamu-B08 with pseudo-sequence Mamu-B08. The binding affinity (normalized) is 0.